From a dataset of Peptide-MHC class I binding affinity with 185,985 pairs from IEDB/IMGT. Regression. Given a peptide amino acid sequence and an MHC pseudo amino acid sequence, predict their binding affinity value. This is MHC class I binding data. (1) The peptide sequence is AVAKCNLNH. The MHC is HLA-A68:01 with pseudo-sequence HLA-A68:01. The binding affinity (normalized) is 0.00666. (2) The peptide sequence is KTAVQMAVF. The MHC is HLA-B57:03 with pseudo-sequence HLA-B57:03. The binding affinity (normalized) is 0.750. (3) The peptide sequence is FSLPFPFLYKFLL. The MHC is HLA-B15:03 with pseudo-sequence HLA-B15:03. The binding affinity (normalized) is 0.479. (4) The peptide sequence is FDLFGITLY. The MHC is HLA-A24:03 with pseudo-sequence HLA-A24:03. The binding affinity (normalized) is 0.0847.